From a dataset of Forward reaction prediction with 1.9M reactions from USPTO patents (1976-2016). Predict the product of the given reaction. (1) Given the reactants [Cl:1][C:2]1[CH:3]=[C:4]([C:9]2([C:26]([F:29])([F:28])[F:27])[O:13][N:12]=[C:11]([C:14]3[N:15]4[C:19]([C:20]([C:23]([OH:25])=O)=[CH:21][CH:22]=3)=[CH:18][CH:17]=[CH:16]4)[CH2:10]2)[CH:5]=[C:6]([Cl:8])[CH:7]=1.CCN(C(C)C)C(C)C.CN(C(ON1N=NC2C=CC=NC1=2)=[N+](C)C)C.F[P-](F)(F)(F)(F)F.Cl.[NH2:64][CH2:65][C:66]1[CH:67]=[CH:68][C:69]2[C:73]([CH2:76][CH3:77])([CH2:74][CH3:75])[O:72][B:71]([OH:78])[C:70]=2[CH:79]=1, predict the reaction product. The product is: [Cl:1][C:2]1[CH:3]=[C:4]([C:9]2([C:26]([F:28])([F:27])[F:29])[O:13][N:12]=[C:11]([C:14]3[N:15]4[C:19]([C:20]([C:23]([NH:64][CH2:65][C:66]5[CH:67]=[CH:68][C:69]6[C:73]([CH2:74][CH3:75])([CH2:76][CH3:77])[O:72][B:71]([OH:78])[C:70]=6[CH:79]=5)=[O:25])=[CH:21][CH:22]=3)=[CH:18][CH:17]=[CH:16]4)[CH2:10]2)[CH:5]=[C:6]([Cl:8])[CH:7]=1. (2) The product is: [ClH:1].[N:2]12[CH2:11][CH:6]3[CH2:7][CH:8]([CH2:10][CH:4]([C@H:5]3[NH:12][C:24]([C:22]3[S:23][C:19]([C:14]4[CH:15]=[CH:16][CH:17]=[CH:18][N:13]=4)=[CH:20][CH:21]=3)=[O:25])[CH2:3]1)[CH2:9]2. Given the reactants [ClH:1].[N:2]12[CH2:11][CH:6]3[CH2:7][CH:8]([CH2:10][CH:4]([C@H:5]3[NH2:12])[CH2:3]1)[CH2:9]2.[N:13]1[CH:18]=[CH:17][CH:16]=[CH:15][C:14]=1[C:19]1[S:23][C:22]([C:24](O)=[O:25])=[CH:21][CH:20]=1.N, predict the reaction product. (3) The product is: [CH3:1][N:2]([C:27]([O:29][CH2:30][CH2:31][CH2:32][CH3:33])=[O:28])[C@@H:3]([C:24]([OH:26])=[O:25])[CH2:4][NH:5][C:6](=[O:23])[CH2:7][CH:8]1[O:12][N:11]=[C:10]([C:13]2[CH:14]=[CH:15][C:16]([C:19]3[N:22]=[C:34]([CH3:35])[O:21][N:20]=3)=[CH:17][CH:18]=2)[CH2:9]1. Given the reactants [CH3:1][N:2]([C:27]([O:29][CH2:30][CH2:31][CH2:32][CH3:33])=[O:28])[C@@H:3]([C:24]([OH:26])=[O:25])[CH2:4][NH:5][C:6](=[O:23])[CH2:7][CH:8]1[O:12][N:11]=[C:10]([C:13]2[CH:18]=[CH:17][C:16]([C:19]([NH2:22])=[N:20][OH:21])=[CH:15][CH:14]=2)[CH2:9]1.[C:34](OC(=O)C)(=O)[CH3:35], predict the reaction product. (4) Given the reactants [CH2:1]([N:8]1[CH:16]=[C:15]2[C:10]([CH:11]=[C:12]([C:17]3[CH:18]=[C:19]([CH:27]4[CH2:31][CH2:30][NH:29][CH2:28]4)[N:20]4[C:25]=3[C:24]([NH2:26])=[N:23][CH:22]=[N:21]4)[CH:13]=[CH:14]2)=[N:9]1)[C:2]1[CH:7]=[CH:6][CH:5]=[CH:4][CH:3]=1.[N:32]1([C:38](Cl)=[O:39])[CH2:37][CH2:36][O:35][CH2:34][CH2:33]1.C(N(CC)CC)C, predict the reaction product. The product is: [CH2:1]([N:8]1[CH:16]=[C:15]2[C:10]([CH:11]=[C:12]([C:17]3[CH:18]=[C:19]([CH:27]4[CH2:31][CH2:30][N:29]([C:38]([N:32]5[CH2:37][CH2:36][O:35][CH2:34][CH2:33]5)=[O:39])[CH2:28]4)[N:20]4[C:25]=3[C:24]([NH2:26])=[N:23][CH:22]=[N:21]4)[CH:13]=[CH:14]2)=[N:9]1)[C:2]1[CH:3]=[CH:4][CH:5]=[CH:6][CH:7]=1. (5) The product is: [O:14]1[C:15]2[CH:21]=[CH:20][CH:19]=[CH:18][C:16]=2[N:17]=[C:13]1[C:10]1[CH:11]=[CH:12][C:7]([C:31]2[CH:36]=[CH:35][CH:34]=[CH:33][N:32]=2)=[C:8]([CH:9]=1)[C:22]#[N:23]. Given the reactants FC(F)(F)S(O[C:7]1[CH:12]=[CH:11][C:10]([C:13]2[O:14][C:15]3[CH:21]=[CH:20][CH:19]=[CH:18][C:16]=3[N:17]=2)=[CH:9][C:8]=1[C:22]#[N:23])(=O)=O.C([Sn](CCCC)(CCCC)[C:31]1[CH:36]=[CH:35][CH:34]=[CH:33][N:32]=1)CCC.CCOC(C)=O, predict the reaction product. (6) Given the reactants [H-].[Na+].[F:3][C:4]([F:11])([F:10])[C:5]([O:7]CC)=O.[C:12]([C:15]1[CH:28]=[CH:27][C:26]2[C:25]3[C:20](=[CH:21][CH:22]=[CH:23][CH:24]=3)[CH:19]=[CH:18][C:17]=2[CH:16]=1)(=[O:14])[CH3:13], predict the reaction product. The product is: [F:11][C:4]([F:3])([F:10])[C:5](=[O:7])[CH:13]=[C:12]([OH:14])[C:15]1[CH:28]=[CH:27][C:26]2[C:25]3[C:20](=[CH:21][CH:22]=[CH:23][CH:24]=3)[CH:19]=[CH:18][C:17]=2[CH:16]=1. (7) Given the reactants [C:1]([C:3](=[C:8](C(OC(F)(F)F)=O)[C:9]([F:12])([F:11])[F:10])[C:4]([O:6][CH3:7])=[O:5])#[N:2].C(Cl)(=O)C([Cl:23])=O, predict the reaction product. The product is: [Cl:23][C:8]([C:9]([F:12])([F:11])[F:10])=[C:3]([C:1]#[N:2])[C:4]([O:6][CH3:7])=[O:5]. (8) Given the reactants [Cl:1][C:2]1[C:3]([O:17][CH3:18])=[C:4]([C:8]2([CH2:11][C:12](=[O:16])[C:13]([OH:15])=[O:14])[CH2:10][CH2:9]2)[CH:5]=[CH:6][CH:7]=1.S(=O)(=O)(O)O.[CH2:24](O)[CH3:25], predict the reaction product. The product is: [CH2:24]([O:14][C:13](=[O:15])[C:12](=[O:16])[CH2:11][C:8]1([C:4]2[CH:5]=[CH:6][CH:7]=[C:2]([Cl:1])[C:3]=2[O:17][CH3:18])[CH2:10][CH2:9]1)[CH3:25]. (9) Given the reactants Cl[C:2]1[N:7]=[C:6]([O:8][C:9]2[CH:29]=[CH:28][CH:27]=[CH:26][C:10]=2[CH2:11][NH:12][C:13]([NH:15][C:16]2[O:17][C:18]([C:22]([OH:25])([CH3:24])[CH3:23])=[C:19]([CH3:21])[N:20]=2)=[O:14])[CH:5]=[CH:4][N:3]=1.[NH:30]1[CH2:35][CH2:34][O:33][CH2:32][CH2:31]1, predict the reaction product. The product is: [O:33]1[CH2:34][CH2:35][N:30]([C:2]2[N:7]=[C:6]([O:8][C:9]3[CH:29]=[CH:28][CH:27]=[CH:26][C:10]=3[CH2:11][NH:12][C:13]([NH:15][C:16]3[O:17][C:18]([C:22]([OH:25])([CH3:23])[CH3:24])=[C:19]([CH3:21])[N:20]=3)=[O:14])[CH:5]=[CH:4][N:3]=2)[CH2:31][CH2:32]1.